Dataset: Peptide-MHC class II binding affinity with 134,281 pairs from IEDB. Task: Regression. Given a peptide amino acid sequence and an MHC pseudo amino acid sequence, predict their binding affinity value. This is MHC class II binding data. (1) The peptide sequence is DVCGMFTNRSGSQQWR. The MHC is DRB1_1001 with pseudo-sequence DRB1_1001. The binding affinity (normalized) is 0.405. (2) The peptide sequence is CAKFTCAKSMSLFEVKK. The MHC is HLA-DQA10201-DQB10402 with pseudo-sequence HLA-DQA10201-DQB10402. The binding affinity (normalized) is 0.439. (3) The peptide sequence is VGINTRNMTMSMSMI. The MHC is HLA-DQA10201-DQB10301 with pseudo-sequence HLA-DQA10201-DQB10301. The binding affinity (normalized) is 0.572. (4) The peptide sequence is SAFEQVRDEVQLALH. The MHC is DRB1_0101 with pseudo-sequence DRB1_0101. The binding affinity (normalized) is 0.546.